Dataset: Forward reaction prediction with 1.9M reactions from USPTO patents (1976-2016). Task: Predict the product of the given reaction. (1) The product is: [C:17]([O:16][C:15](=[O:21])[NH:14][C@H:11]([C:10]1[N:6]([CH:7]2[CH2:9][CH2:8]2)[C:4](=[O:5])[C:3]2[C:23](=[CH:24][CH:25]=[CH:26][C:2]=2[Cl:1])[N:27]=1)[CH2:12][CH3:13])([CH3:20])([CH3:19])[CH3:18]. Given the reactants [Cl:1][C:2]1[CH:26]=[CH:25][CH:24]=[C:23]([N+:27]([O-])=O)[C:3]=1[C:4]([N:6]([C:10](=O)[C@@H:11]([NH:14][C:15](=[O:21])[O:16][C:17]([CH3:20])([CH3:19])[CH3:18])[CH2:12][CH3:13])[CH:7]1[CH2:9][CH2:8]1)=[O:5].C([O-])(O)=O.[Na+], predict the reaction product. (2) Given the reactants [CH2:1]([O:8][CH2:9][C:10]([N:12]1[CH2:17][CH2:16][C:15]([C:19]2[CH:24]=[CH:23][C:22]([Cl:25])=[CH:21][C:20]=2[Cl:26])(O)[CH2:14][CH2:13]1)=[O:11])[C:2]1[CH:7]=[CH:6][CH:5]=[CH:4][CH:3]=1.C(OCC)(=O)C.C(=O)(O)[O-].[Na+], predict the reaction product. The product is: [CH2:1]([O:8][CH2:9][C:10]([N:12]1[CH2:13][CH:14]=[C:15]([C:19]2[CH:24]=[CH:23][C:22]([Cl:25])=[CH:21][C:20]=2[Cl:26])[CH2:16][CH2:17]1)=[O:11])[C:2]1[CH:3]=[CH:4][CH:5]=[CH:6][CH:7]=1. (3) Given the reactants [CH:1]12[CH2:11][CH:6]3[CH2:7][CH:8]([CH2:10][CH:3]([NH:4][C:5]3=[O:12])[CH2:2]1)[CH2:9]2.[H-].[Na+].Br[CH2:16][CH:17]([CH2:20][CH3:21])[CH2:18][CH3:19], predict the reaction product. The product is: [CH2:18]([CH:17]([CH2:20][CH3:21])[CH2:16][N:4]1[C:5](=[O:12])[CH:6]2[CH2:11][CH:1]3[CH2:9][CH:8]([CH2:10][CH:3]1[CH2:2]3)[CH2:7]2)[CH3:19]. (4) Given the reactants Cl[C:2]1[N:3]=[C:4]([CH2:13][CH2:14][CH2:15][NH2:16])[C:5]2[S:10](=[O:12])(=[O:11])[CH2:9][CH2:8][C:6]=2[N:7]=1.[Cl:17][C:18]1[CH:23]=[CH:22][C:21]([N:24]2[CH2:29][CH2:28][NH:27][CH2:26][CH2:25]2)=[CH:20][CH:19]=1, predict the reaction product. The product is: [Cl:17][C:18]1[CH:19]=[CH:20][C:21]([N:24]2[CH2:29][CH2:28][N:27]([C:2]3[N:3]=[C:4]([CH2:13][CH2:14][CH2:15][NH2:16])[C:5]4[S:10](=[O:12])(=[O:11])[CH2:9][CH2:8][C:6]=4[N:7]=3)[CH2:26][CH2:25]2)=[CH:22][CH:23]=1.